Task: Predict which catalyst facilitates the given reaction.. Dataset: Catalyst prediction with 721,799 reactions and 888 catalyst types from USPTO (1) Reactant: [C:1]([S:4][CH:5]([CH2:22][CH:23]([CH2:28][CH3:29])[CH2:24][CH2:25][CH2:26][CH3:27])[C:6]([NH:8][C@@H:9]([CH2:17][CH2:18][C:19]([NH2:21])=[O:20])[C:10]([O:12]C(C)(C)C)=[O:11])=[O:7])(=[O:3])[CH3:2].C(C(O)=O)(F)(F)F. Product: [C:1]([S:4][CH:5]([CH2:22][CH:23]([CH2:28][CH3:29])[CH2:24][CH2:25][CH2:26][CH3:27])[C:6]([NH:8][C@@H:9]([CH2:17][CH2:18][C:19]([NH2:21])=[O:20])[C:10]([OH:12])=[O:11])=[O:7])(=[O:3])[CH3:2]. The catalyst class is: 2. (2) Reactant: [Cl:1][C:2]1[C:7]([Cl:8])=[CH:6][CH:5]=[CH:4][C:3]=1[S:9](Cl)(=[O:11])=[O:10].N1C=CC=CC=1.[F:19][CH2:20][CH2:21][N:22]1[CH2:28][C:27]2[CH:29]=[C:30]([NH2:33])[CH:31]=[CH:32][C:26]=2[O:25][CH2:24][CH2:23]1.CO. Product: [Cl:1][C:2]1[C:7]([Cl:8])=[CH:6][CH:5]=[CH:4][C:3]=1[S:9]([NH:33][C:30]1[CH:31]=[CH:32][C:26]2[O:25][CH2:24][CH2:23][N:22]([CH2:21][CH2:20][F:19])[CH2:28][C:27]=2[CH:29]=1)(=[O:11])=[O:10]. The catalyst class is: 22. (3) Reactant: [OH-].[Li+].C([O:5][C:6]([C:8]1([CH2:22][O:23][C:24]2[CH:29]=[CH:28][C:27]([C:30]3[CH:35]=[CH:34][C:33]([C:36]#[N:37])=[CH:32][CH:31]=3)=[CH:26][CH:25]=2)[CH2:12][CH2:11][N:10]([C:13](=[O:21])[C:14]2[CH:19]=[CH:18][C:17]([F:20])=[CH:16][CH:15]=2)[CH2:9]1)=[O:7])C. Product: [C:36]([C:33]1[CH:34]=[CH:35][C:30]([C:27]2[CH:26]=[CH:25][C:24]([O:23][CH2:22][C:8]3([C:6]([OH:7])=[O:5])[CH2:12][CH2:11][N:10]([C:13](=[O:21])[C:14]4[CH:15]=[CH:16][C:17]([F:20])=[CH:18][CH:19]=4)[CH2:9]3)=[CH:29][CH:28]=2)=[CH:31][CH:32]=1)#[N:37]. The catalyst class is: 40. (4) Reactant: C([O:8][N:9]([CH2:12][C:13]1([C:21]([NH:23][NH:24][C:25]2[N:30]=[C:29]([C:31]([F:34])([F:33])[F:32])[CH:28]=[CH:27][N:26]=2)=[O:22])[CH2:16][CH:15]([CH2:17][CH2:18][CH2:19][CH3:20])[CH2:14]1)[CH:10]=[O:11])C1C=CC=CC=1. Product: [CH2:17]([CH:15]1[CH2:16][C:13]([CH2:12][N:9]([OH:8])[CH:10]=[O:11])([C:21]([NH:23][NH:24][C:25]2[N:30]=[C:29]([C:31]([F:33])([F:34])[F:32])[CH:28]=[CH:27][N:26]=2)=[O:22])[CH2:14]1)[CH2:18][CH2:19][CH3:20]. The catalyst class is: 19.